From a dataset of Forward reaction prediction with 1.9M reactions from USPTO patents (1976-2016). Predict the product of the given reaction. (1) Given the reactants [CH:1]1([NH:4][CH:5]2[CH2:10][CH2:9][N:8]([C:11]3[N:16]=[CH:15][C:14]([CH3:17])=[CH:13][N:12]=3)[CH2:7][CH2:6]2)[CH2:3][CH2:2]1.[F:18][C:19]1[CH:20]=[C:21]([CH:25]=[CH:26][C:27]=1[C:28]1[O:32][CH:31]=[N:30][CH:29]=1)[C:22](O)=[O:23], predict the reaction product. The product is: [CH:1]1([N:4]([CH:5]2[CH2:10][CH2:9][N:8]([C:11]3[N:12]=[CH:13][C:14]([CH3:17])=[CH:15][N:16]=3)[CH2:7][CH2:6]2)[C:22](=[O:23])[C:21]2[CH:25]=[CH:26][C:27]([C:28]3[O:32][CH:31]=[N:30][CH:29]=3)=[C:19]([F:18])[CH:20]=2)[CH2:2][CH2:3]1. (2) Given the reactants C([O-])(=O)C(CC([O-])=O)O.[Ca+2].O=C([O-])[C@@H]([C@H]([C@@H]([C@@H](CO)O)O)O)O.[Mg+2].O=C([O-])[C@@H]([C@H]([C@@H]([C@@H](CO)O)O)O)O.[CH3:38][C@:39]12[C@@H:48]3[CH2:49][CH2:50][C@@:51]4([O:56][C@@H:57]5[O:62][C@H:61]([CH2:63][OH:64])[C@@H:60]([OH:65])[C@H:59]([OH:66])[C@H:58]5[O:67][C@@H:68]5[O:73][C@H:72]([CH2:74][OH:75])[C@@H:71]([OH:76])[C@H:70]([O:77][C@@H:78]6[O:83][C@H:82]([CH2:84][OH:85])[C@@H:81]([OH:86])[C@H:80]([OH:87])[C@H:79]6[OH:88])[C@H:69]5[OH:89])[C:53]([CH2:55][C@@:47]3([CH2:52]4)[CH2:46][CH2:45][C@@H:44]1[C@@:43]([C:91]([O:93][C@@H:94]1[O:99][C@H:98]([CH2:100][OH:101])[C@@H:97]([OH:102])[C@H:96]([OH:103])[C@H:95]1[OH:104])=[O:92])([CH3:90])[CH2:42][CH2:41][CH2:40]2)=[CH2:54].C(O)[C@@H]([C@@H](CO)O)O, predict the reaction product. The product is: [CH3:38][C@:39]12[C@@H:48]3[CH2:49][CH2:50][C@@:51]4([O:56][C@@H:57]5[O:62][C@H:61]([CH2:63][OH:64])[C@@H:60]([OH:65])[C@H:59]([OH:66])[C@H:58]5[O:67][C@@H:68]5[O:73][C@H:72]([CH2:74][OH:75])[C@@H:71]([OH:76])[C@H:70]([O:77][C@@H:78]6[O:83][C@H:82]([CH2:84][OH:85])[C@@H:81]([OH:86])[C@H:80]([OH:87])[C@H:79]6[OH:88])[C@H:69]5[OH:89])[C:53]([CH2:55][C@@:47]3([CH2:52]4)[CH2:46][CH2:45][C@@H:44]1[C@@:43]([C:91]([O:93][C@@H:94]1[O:99][C@H:98]([CH2:100][OH:101])[C@@H:97]([OH:102])[C@H:96]([OH:103])[C@H:95]1[OH:104])=[O:92])([CH3:90])[CH2:42][CH2:41][CH2:40]2)=[CH2:54].[CH2:74]([OH:75])[C@H:72]1[O:73][C@H:68]([O:67][C@:58]2([CH2:57][OH:56])[O:62][C@H:61]([CH2:63][OH:64])[C@@H:60]([OH:65])[C@@H:59]2[OH:66])[C@H:69]([OH:89])[C@@H:70]([OH:77])[C@@H:71]1[OH:76]. (3) Given the reactants B(Br)(Br)Br.[Cl:5][C:6]1[C:15]2[C:10](=[CH:11][C:12]([C:18]3[N:23]=[N:22][C:21]([N:24]([CH3:35])[CH:25]4[CH2:30][C:29]([CH3:32])([CH3:31])[NH:28][C:27]([CH3:34])([CH3:33])[CH2:26]4)=[CH:20][CH:19]=3)=[C:13]([O:16]C)[CH:14]=2)[N:9]=[CH:8][CH:7]=1.CO, predict the reaction product. The product is: [Cl:5][C:6]1[C:15]2[C:10](=[CH:11][C:12]([C:18]3[N:23]=[N:22][C:21]([N:24]([CH3:35])[CH:25]4[CH2:30][C:29]([CH3:31])([CH3:32])[NH:28][C:27]([CH3:34])([CH3:33])[CH2:26]4)=[CH:20][CH:19]=3)=[C:13]([OH:16])[CH:14]=2)[N:9]=[CH:8][CH:7]=1.